The task is: Binary Classification. Given a miRNA mature sequence and a target amino acid sequence, predict their likelihood of interaction.. This data is from Experimentally validated miRNA-target interactions with 360,000+ pairs, plus equal number of negative samples. (1) The miRNA is hsa-miR-3940-5p with sequence GUGGGUUGGGGCGGGCUCUG. The protein sequence of the target gene is MSDQKKEEEEEAAAAAAMATEGGKTSEPENNNKKPKTSGSQDSQPSPLALLAATCSKIGTPGENQATGQQQIIIDPSQGLVQLQNQPQQLELVTTQLAGNAWQLVASTPPASKENNVSQPASSSSSSSSSNNGSASPTKTKSGNSSTPGQFQVIQVQNPSGSVQYQVIPQLQTVEGQQIQINPTSSSSLQDLQGQIQLISAGNNQAILTAANRTASGNILAQNLANQTVPVQIRPGVSIPLQLQTLPGTQAQVVTTLPINIGGVTLALPVINNVAAGGGTGQVGQPAATADSGTSNGNQL.... Result: 0 (no interaction). (2) The miRNA is hsa-miR-1827 with sequence UGAGGCAGUAGAUUGAAU. The protein sequence of the target gene is MKLVRFLMKLSHETVTIELKNGTQVHGTITGVDVSMNTHLKAVKMTLKNREPVQLETLSIRGNNIRYFILPDSLPLDTLLVDVEPKVKSKKREAVAGRGRGRGRGRGRGRGRGRGGPRR. Result: 1 (interaction). (3) The miRNA is rno-miR-190a-5p with sequence UGAUAUGUUUGAUAUAUUAGGU. The protein sequence of the target gene is MGVQGFQEFLEKRCPGAVVPVDLLKLARTVSRQQQQQHLHRQLPPTAALAPGAPRAARGSVPLQPPLPPAALGAYSGGAGPIRHHHPAHHFHHHGQAQPGLHPPLPPPPPPQLPGARVLVDAGSALPRLYGGYQTDWVCGGQWNAMLGYLSALCQACAYPGGDGLELVVMFPGGLGKDRLAEWGRRCQAERQTAQLIVGHVGNKGTPPPRAWFLPPACLSHCVRLALIRFRVKVFQSLEDHHLEVVAFFRENGFHGLLAHDSEYALYNIPSYYSSHALKLSWNGKNLTTNQFLMQEVAKQ.... Result: 0 (no interaction). (4) The miRNA is hsa-miR-2115-3p with sequence CAUCAGAAUUCAUGGAGGCUAG. The protein sequence of the target gene is MEPSSLELPADTVQRIAAELKCHPTDERVALHLDEEDKLRHFRECFYIPKIQDLPPVDLSLVNKDENAIYFLGNSLGLQPKMVKTYLEEELDKWAKIAAYGHEVGKRPWITGDESIVGLMKDIVGANEKEIALMNALTVNLHLLMLSFFKPTPKRYKILLEAKAFPSDHYAIESQLQLHGLNIEESMRMIKPREGEETLRIEDILEVIEKEGDSIAVILFSGVHFYTGQHFNIPAITKAGQAKGCYVGFDLAHAVGNVELYLHDWGVDFACWCSYKYLNAGAGGIAGAFIHEKHAHTIKP.... Result: 1 (interaction). (5) The miRNA is hsa-miR-6126 with sequence GUGAAGGCCCGGCGGAGA. The protein sequence of the target gene is MTPLVSRLSRLWAIMRKPRAAVGSGHRKQAASQEGRQKHAKNNSQAKPSACDGMIAECPGAPAGLARQPEEVVLQASVSSYHLFRDVAEVTAFRGSLLSWYDQEKRDLPWRRRAEDEMDLDRRAYAVWVSEVMLQQTQVATVINYYTGWMQKWPTLQDLASASLEEVNQLWAGLGYYSRGRRLQEGARKVVEELGGHMPRTAETLQQLLPGVGRYTAGAIASIAFGQATGVVDGNVARVLCRVRAIGADPSSTLVSQQLWGLAQQLVDPARPGDFNQAAMELGATVCTPQRPLCSQCPVE.... Result: 0 (no interaction). (6) The miRNA is hsa-miR-3617-3p with sequence CAUCAGCACCCUAUGUCCUUUCU. The protein sequence of the target gene is MSETVICSSRATVMLYDDGNKRWLPAGTGPQAFSRVQIYHNPTANSFRVVGRKMQPDQQVVINCAIVRGVKYNQATPNFHQWRDARQVWGLNFGSKEDAAQFAAGMASALEALEGGGPPPPPALPTWSVPNGPSPEEVEQQKRQQPGPSEHIERRVSNAGGPPAPPAGGPPPPPGPPPPPGPPPPPGLPPSGVPAAAHGAGGGPPPAPPLPAAQGPGGGGAGAPGLAAAIAGAKLRKVSKQEEASGGPTAPKAESGRSGGGGLMEEMNAMLARRRKATQVGEKTPKDESANQEEPEARVP.... Result: 1 (interaction). (7) The miRNA is hsa-miR-6836-5p with sequence CGCAGGGCCCUGGCGCAGGCAU. The protein sequence of the target gene is MTTPNKGNKALKVKREPGENGTSLTDEELVTMSVRELNQHLRGLSKEEIVQLKQRRRTLKNRGYAASCRVKRVTQKEELEKQKAELQQEVEKLASENASMKLELDALRSKYEALQTFARTVARSPVAPARGPLAAGLGPLVPGKVAATSVITIVKSKTDARS. Result: 1 (interaction).